This data is from Reaction yield outcomes from USPTO patents with 853,638 reactions. The task is: Predict the reaction yield, written as a fraction of the theoretical maximum amount of product (1.0 means a 100% yield; for example, 0.34 means a 34% yield). (1) The reactants are [C:1]([C:5]1[CH:9]=[C:8]([NH2:10])[N:7]([C:11]2[CH:16]=[CH:15][C:14]([CH3:17])=[CH:13][CH:12]=2)[N:6]=1)([CH3:4])([CH3:3])[CH3:2].C1N=CN([C:23](N2C=NC=C2)=[O:24])C=1.[NH2:30][C:31]1[C:40]2[C:35](=[CH:36][CH:37]=[CH:38][CH:39]=2)[C:34]([O:41][CH2:42][C:43]2[CH:48]=[CH:47][N:46]=[C:45]([NH2:49])[N:44]=2)=[CH:33][CH:32]=1. The catalyst is C(Cl)Cl. The product is [NH2:49][C:45]1[N:44]=[C:43]([CH2:42][O:41][C:34]2[C:35]3[C:40](=[CH:39][CH:38]=[CH:37][CH:36]=3)[C:31]([NH:30][C:23]([NH:10][C:8]3[N:7]([C:11]4[CH:12]=[CH:13][C:14]([CH3:17])=[CH:15][CH:16]=4)[N:6]=[C:5]([C:1]([CH3:4])([CH3:3])[CH3:2])[CH:9]=3)=[O:24])=[CH:32][CH:33]=2)[CH:48]=[CH:47][N:46]=1. The yield is 0.380. (2) The reactants are [NH2:1][C:2]1[S:3][C:4]2[CH:10]=[C:9]([OH:11])[CH:8]=[CH:7][C:5]=2[N:6]=1.[C:12]([O:23][CH3:24])(=[O:22])[C:13]1[CH:21]=[CH:20][C:16]([C:17]([O-])=[O:18])=[CH:15][CH:14]=1.CN(C(ON1N=NC2C=CC=NC1=2)=[N+](C)C)C.F[P-](F)(F)(F)(F)F.C(N(CC)C(C)C)(C)C. The catalyst is O.CN(C=O)C. The product is [OH:11][C:9]1[CH:8]=[CH:7][C:5]2[N:6]=[C:2]([NH:1][C:17]([C:16]3[CH:20]=[CH:21][C:13]([C:12]([O:23][CH3:24])=[O:22])=[CH:14][CH:15]=3)=[O:18])[S:3][C:4]=2[CH:10]=1. The yield is 0.920.